This data is from Forward reaction prediction with 1.9M reactions from USPTO patents (1976-2016). The task is: Predict the product of the given reaction. (1) Given the reactants [CH:1]([N:4]1[C:8]([C:9]2[N:18]=[C:17]3[N:11]([CH2:12][CH2:13][O:14][C:15]4[CH:22]=[CH:21][C:20]([S:23][CH:24]5[CH2:29][CH2:28][N:27]([C:30]([CH3:35])([CH3:34])[C:31]([NH2:33])=[O:32])[CH2:26][CH2:25]5)=[CH:19][C:16]=43)[CH:10]=2)=[N:7][CH:6]=[N:5]1)([CH3:3])[CH3:2].C(O)(C(F)(F)F)=[O:37].C1C=C(Cl)C=C(C(OO)=O)C=1, predict the reaction product. The product is: [CH:1]([N:4]1[C:8]([C:9]2[N:18]=[C:17]3[C:16]4[CH:19]=[C:20]([S:23]([CH:24]5[CH2:29][CH2:28][N:27]([C:30]([CH3:35])([CH3:34])[C:31]([NH2:33])=[O:32])[CH2:26][CH2:25]5)=[O:37])[CH:21]=[CH:22][C:15]=4[O:14][CH2:13][CH2:12][N:11]3[CH:10]=2)=[N:7][CH:6]=[N:5]1)([CH3:3])[CH3:2]. (2) The product is: [Si:20]([O:1][CH2:2][C:3]1([CH2:9][OH:10])[CH2:8][CH2:7][CH2:6][CH2:5][CH2:4]1)([C:16]([CH3:19])([CH3:18])[CH3:17])([C:27]1[CH:28]=[CH:29][CH:30]=[CH:31][CH:32]=1)[C:21]1[CH:26]=[CH:25][CH:24]=[CH:23][CH:22]=1. Given the reactants [OH:1][CH2:2][C:3]1([CH2:9][OH:10])[CH2:8][CH2:7][CH2:6][CH2:5][CH2:4]1.N1C=CN=C1.[C:16]([Si:20](Cl)([C:27]1[CH:32]=[CH:31][CH:30]=[CH:29][CH:28]=1)[C:21]1[CH:26]=[CH:25][CH:24]=[CH:23][CH:22]=1)([CH3:19])([CH3:18])[CH3:17].CO, predict the reaction product. (3) Given the reactants Br[CH2:2][C:3](=O)[C:4]([O:6][CH2:7][CH3:8])=[O:5].[C:10]([C:12]1[C:17]2[N:18]=[C:19]([C:21](=[S:23])[NH2:22])[O:20][C:16]=2[C:15]([F:24])=[C:14]([C:25]2[CH:30]=[CH:29][CH:28]=[CH:27][CH:26]=2)[C:13]=1[CH3:31])#[N:11].O.C1(C)C=CC(S(O)(=O)=O)=CC=1.C(=O)([O-])O.[Na+], predict the reaction product. The product is: [C:10]([C:12]1[C:17]2[N:18]=[C:19]([C:21]3[S:23][CH:2]=[C:3]([C:4]([O:6][CH2:7][CH3:8])=[O:5])[N:22]=3)[O:20][C:16]=2[C:15]([F:24])=[C:14]([C:25]2[CH:30]=[CH:29][CH:28]=[CH:27][CH:26]=2)[C:13]=1[CH3:31])#[N:11]. (4) Given the reactants Cl.Cl.[NH2:3][CH2:4][CH2:5][C:6]1[N:10]=[CH:9][NH:8][CH:7]=1.Br[CH2:12][C:13](=O)[C:14]([O:16][CH2:17][CH3:18])=[O:15].CCN(CC)CC, predict the reaction product. The product is: [CH2:17]([O:16][C:14]([C:13]1[C:7]2[NH:8][CH:9]=[N:10][C:6]=2[CH2:5][CH2:4][NH:3][CH:12]=1)=[O:15])[CH3:18]. (5) Given the reactants [CH3:1][NH:2][CH2:3][CH2:4][OH:5].[CH2:6]=[C:7]1[O:11][C:9](=[O:10])[CH2:8]1, predict the reaction product. The product is: [OH:5][CH2:4][CH2:3][N:2]([CH3:1])[C:9](=[O:10])[CH2:8][C:7](=[O:11])[CH3:6]. (6) The product is: [O:1]1[C:5]2[CH:6]=[CH:7][CH:8]=[CH:9][C:4]=2[C:3]([N:10]2[CH2:15][CH2:14][N:13]([CH2:16][CH2:17][CH:18]([C:20]3[CH:21]=[C:22]4[C:26](=[CH:27][CH:28]=3)[C:25]([CH3:29])([CH3:30])[C:24](=[O:31])[C:23]4([CH3:33])[CH3:32])[OH:19])[CH2:12][CH2:11]2)=[N:2]1. Given the reactants [O:1]1[C:5]2[CH:6]=[CH:7][CH:8]=[CH:9][C:4]=2[C:3]([N:10]2[CH2:15][CH2:14][N:13]([CH2:16][CH2:17][C:18]([C:20]3[CH:21]=[C:22]4[C:26](=[CH:27][CH:28]=3)[C:25]([CH3:30])([CH3:29])[C:24](=[O:31])[C:23]4([CH3:33])[CH3:32])=[O:19])[CH2:12][CH2:11]2)=[N:2]1.[BH4-].[Na+], predict the reaction product.